This data is from Full USPTO retrosynthesis dataset with 1.9M reactions from patents (1976-2016). The task is: Predict the reactants needed to synthesize the given product. Given the product [Cl:12][C:13]1[CH:18]=[CH:17][CH:16]=[CH:15][C:14]=1[S:19]([NH:1][C:2]1[CH:3]=[CH:4][CH:5]=[C:6]2[C:11]=1[N:10]=[CH:9][CH:8]=[CH:7]2)(=[O:21])=[O:20], predict the reactants needed to synthesize it. The reactants are: [NH2:1][C:2]1[CH:3]=[CH:4][CH:5]=[C:6]2[C:11]=1[N:10]=[CH:9][CH:8]=[CH:7]2.[Cl:12][C:13]1[CH:18]=[CH:17][CH:16]=[CH:15][C:14]=1[S:19](Cl)(=[O:21])=[O:20].